Dataset: CYP3A4 inhibition data for predicting drug metabolism from PubChem BioAssay. Task: Regression/Classification. Given a drug SMILES string, predict its absorption, distribution, metabolism, or excretion properties. Task type varies by dataset: regression for continuous measurements (e.g., permeability, clearance, half-life) or binary classification for categorical outcomes (e.g., BBB penetration, CYP inhibition). Dataset: cyp3a4_veith. (1) The compound is CC1Cc2ccccc2N1C(=O)CCN1C(=O)C2C3C=CC(C3)C2C1=O. The result is 1 (inhibitor). (2) The compound is Cc1ccc(C2CC(=O)C(C=NCCN3CCN(C(=O)Cc4ccccc4)CC3)=C(O)C2)cc1. The result is 1 (inhibitor). (3) The drug is CCCCCCC(C)n1cc(C(C)=O)c(=O)[nH]c1=O. The result is 0 (non-inhibitor).